From a dataset of Reaction yield outcomes from USPTO patents with 853,638 reactions. Predict the reaction yield, written as a fraction of the theoretical maximum amount of product (1.0 means a 100% yield; for example, 0.34 means a 34% yield). (1) The reactants are [CH3:1][O:2][C:3]1[CH:4]=[C:5]([CH:17]=[CH:18][C:19]=1[O:20][CH3:21])[C:6]([C:8]1[CH:13]=[CH:12][CH:11]=[C:10]([N+:14]([O-])=O)[CH:9]=1)=[O:7].[H][H]. The catalyst is C(OCC)(=O)C.[Pd]. The product is [CH3:1][O:2][C:3]1[CH:4]=[C:5]([CH:17]=[CH:18][C:19]=1[O:20][CH3:21])[C:6]([C:8]1[CH:13]=[CH:12][CH:11]=[C:10]([NH2:14])[CH:9]=1)=[O:7]. The yield is 0.380. (2) The reactants are [CH2:1]([CH:3]1[C:8](=[O:9])[C:7]([CH3:11])([CH3:10])[CH2:6][CH2:5][CH2:4]1)[CH3:2].[CH3:12][C:13](C)([O-])C.[K+].I[CH2:19]C=C. The catalyst is C(O)(C)(C)C. The product is [CH2:1]([C:3]1([CH2:12][CH3:13])[CH2:4][CH2:5][CH2:6][C:7]([CH3:10])([CH3:11])[C:8]1=[O:9])[CH:2]=[CH2:19]. The yield is 0.590. (3) The reactants are [CH2:1]([C:3]1[CH:7]=[C:6]([C:8]([OH:10])=O)[N:5]([CH3:11])[N:4]=1)[CH3:2].CN(C)C=O.C(Cl)(=O)C(Cl)=O.[NH2:23][C:24]1[CH:25]=[C:26]([CH:41]=[CH:42][C:43]=1[F:44])[O:27][C:28]1[CH:29]=[CH:30][C:31]2[N:32]([CH:34]=[C:35]([NH:37][C:38](=[O:40])[CH3:39])[N:36]=2)[N:33]=1. The catalyst is CN(C)C(=O)C.O1CCCC1. The product is [C:38]([NH:37][C:35]1[N:36]=[C:31]2[CH:30]=[CH:29][C:28]([O:27][C:26]3[CH:41]=[CH:42][C:43]([F:44])=[C:24]([NH:23][C:8]([C:6]4[N:5]([CH3:11])[N:4]=[C:3]([CH2:1][CH3:2])[CH:7]=4)=[O:10])[CH:25]=3)=[N:33][N:32]2[CH:34]=1)(=[O:40])[CH3:39]. The yield is 0.500. (4) The reactants are [CH3:1][O:2][C:3](=[O:11])[C:4]1[CH:9]=[CH:8][CH:7]=[CH:6][C:5]=1[CH3:10].[Br:12]N1C(=O)CCC1=O.N(C1(C#N)CCCCC1)=NC1(C#N)CCCCC1. The catalyst is C(Cl)(Cl)(Cl)Cl. The product is [CH3:1][O:2][C:3](=[O:11])[C:4]1[CH:9]=[CH:8][CH:7]=[CH:6][C:5]=1[CH2:10][Br:12]. The yield is 0.780. (5) The reactants are [CH:1]1([N:6]2[C:15]3[N:14]=[C:13]([NH:16][C:17]4[CH:22]=[CH:21][C:20]([C:23](=[O:26])[NH:24][CH3:25])=[CH:19][C:18]=4[O:27][CH3:28])[N:12]=[CH:11][C:10]=3[N:9]3[CH:29]=[N:30][C:31]([C:32]([OH:34])=[O:33])=[C:8]3[C@H:7]2[CH2:35][CH3:36])[CH2:5][CH2:4][CH2:3][CH2:2]1.C(N1C=CN=C1)(N1C=CN=C1)=O.[CH2:49](O)[CH:50]=[CH2:51]. The catalyst is CN(C=O)C. The product is [CH:1]1([N:6]2[C:15]3[N:14]=[C:13]([NH:16][C:17]4[CH:22]=[CH:21][C:20]([C:23](=[O:26])[NH:24][CH3:25])=[CH:19][C:18]=4[O:27][CH3:28])[N:12]=[CH:11][C:10]=3[N:9]3[CH:29]=[N:30][C:31]([C:32]([O:34][CH2:51][CH:50]=[CH2:49])=[O:33])=[C:8]3[C@H:7]2[CH2:35][CH3:36])[CH2:2][CH2:3][CH2:4][CH2:5]1. The yield is 0.770. (6) The reactants are [N+:1]([C:4]1[CH:5]=[C:6]2[CH2:12][C@:11]3([CH:17]4[CH2:18][CH2:19][N:14]([CH2:15][CH2:16]4)[CH2:13]3)[O:10][C:7]2=[N:8][CH:9]=1)([O-])=O.[H][H]. The catalyst is [Pd].CO. The product is [NH2:1][C:4]1[CH:5]=[C:6]2[CH2:12][C@:11]3([CH:17]4[CH2:16][CH2:15][N:14]([CH2:19][CH2:18]4)[CH2:13]3)[O:10][C:7]2=[N:8][CH:9]=1. The yield is 0.810.